This data is from Antibody developability classification from SAbDab with 2,409 antibodies. The task is: Regression/Classification. Given an antibody's heavy chain and light chain sequences, predict its developability. TAP uses regression for 5 developability metrics; SAbDab uses binary classification. (1) Result: 0 (not developable). The antibody is ['EVQLKQSGPGLVQPSQSLSITCTVSGFSLTNYGVHWVRQSPGKGLEWLGVIWSGGNTDYNTPFTSRLSINKDNSKSQVFFKMNSLQSNDTAIYYCARALTYYDYEFAYWGQGTLVTVSA', 'DILLTQSPVILSVSPGERVSFSCRASQSIGTNIHWYQQRTNGSPRLLIKYASESISGIPSRFSGSGSGTDFTLSINSVESEDIADYYCQQNNNWPTTFGAGTKLELK']. (2) The antibody is ['QVKLLESGPELVKPGASVKMSCKASGYTFTSYVMHWVKQKPGQGLEWIGYINPYNDGTKYNEKFKGKATLTSDKSSSTAYMELSSLTSEDSAVYYCVRGGYRPYYAMDYWGQGTSVTVSS', 'PROT_B36C5A75']. Result: 0 (not developable). (3) The antibody is ['3ze0', 'DILMTQSPSSMSVSLGDTVSITCHASQGISSNIGWLQQKPGKSFMGLIYYGTNLVDGVPSRFSGSGSGADYSLTISSLDSEDFADYYCVQYAQLPYTFGGGTKLEIK']. Result: 0 (not developable). (4) The antibody is ['EVQLQESGPGLVQPSQSLSITCTVSGFSLTTYGVHWVRQSPGKGLEWLGVIWSGGTTEYNAAFISRLSISKDNSKSQVFFKMNSLQTNDTAIYFCVRMRITTDWFAYWGQGTLVTVSA', 'DVLMTQTPLSLPVSLGDQASISCRSSQTIVHKNGNTYLEWYLQKPGQSPKLLIYKVSNRFSGVPDRFSGSGSGTDFTLKISRVEAADLGVYYCFQGSHVPYTFGGGTKLEIK']. Result: 0 (not developable). (5) The antibody is ['1zlv', 'AVVMTQSPSTLSASVGDTITITCRASQSIETWLAWYQQKPGKAPKLLIYKASTLKTGVPSRFSGSGSGTEFTLTISGLQFDDFATYHCQHYAGYSATFGQGTRVEIK']. Result: 0 (not developable). (6) The antibody is ['QVQLQQPGAELVKPGASVKLSCKASGYTFTSYWMHWVKQRPGRGLEWIGRIDPNSGGTKYNEKFKSKATLTVDKPSSTAYMQLSSLTSEDSAVYYCARYDYYGSSYFDYWGQGTTVTVSS', 'QAVVTQESALTTSPGETVTLTCRSSTGAVTTSNYANWVQEKPDHLFTGLIGGTNNRAPGVPARFSGSLIGNKAALTITGAQTEDEAIYFCALWYSNHWVFGGGTKLTVL']. Result: 0 (not developable). (7) The antibody is ['3wxv', 'DIQMTQSPASLSASVGETVTITCRASGNIHNFLAWYQQKQGKSPQVLVYNAKTLADGVPSRFSGSGSGTQYSLKINSLQPEDFGSYYCQQFWSTPYTFGGGTKLEIN']. Result: 0 (not developable). (8) The antibody is ['1rzk', 'DIVMTQSPATLSVSPGERATLSCRASESVSSDLAWYQQKPGQAPRLLIYGASTRATGVPARFSGSGSGAEFTLTISSLQSEDFAVYYCQQYNNWPPRYTFGQGTRLEIK']. Result: 0 (not developable). (9) The antibody is ['EVQLVESGPGLVQPSQSLSITCTVSGFSLSTYGVHWVRQSPGKGLEWLGVIWSGGSTDYNAAFISRLSITKDNSKSQVFFKMNSLQPNDTAVYYCDRMRITTDWFAYWGQGTLVTVSA', 'DVLMTQSPLSLPVSLGDQASISCRSSQTIVHSNGNTYLEWYLQKPGQSPKLLIYKVSNRFYGVPDRFSGSGSGTDFTLKISRVEAEDLGVYYCFQGSHVPYTFGGGTKLEIK']. Result: 0 (not developable). (10) The antibody is ['DVQLQQSGPDLVKPSQSLSLTCTVTGYSITSGYSWHWIRQFPGNKLEWMGYIHYSAGTNYNPSLKSRISITRDTSKNQFFLQLNSVTTEDTATYYCAREEAMPYGNQAYYYAMDCWGQGTTVTVSS', 'DIVLTQSPASLAVSLGQRATISCKASQGVDFDGASFMNWYQQKPGQPPKLLIFAASTLESGIPARFSGRGSGTDFTLNIHPVEEEDAATYYCQQSHEDPLTFGAGTKLELK']. Result: 0 (not developable).